Predict the reactants needed to synthesize the given product. From a dataset of Full USPTO retrosynthesis dataset with 1.9M reactions from patents (1976-2016). (1) Given the product [N:10]1[CH:9]=[CH:8][N:6]2[C:5]=1[CH:4]=[CH:3][C:2]([S:11][C:12]1[CH:21]=[CH:20][CH:19]=[CH:18][C:13]=1[C:14]([O:16][CH3:17])=[O:15])=[N:7]2, predict the reactants needed to synthesize it. The reactants are: Cl[C:2]1[CH:3]=[CH:4][C:5]2[N:6]([CH:8]=[CH:9][N:10]=2)[N:7]=1.[SH:11][C:12]1[CH:21]=[CH:20][CH:19]=[CH:18][C:13]=1[C:14]([O:16][CH3:17])=[O:15].C(=O)([O-])[O-].[K+].[K+]. (2) Given the product [CH3:20][C:14]1([CH3:21])[CH2:13][C:12]2[CH:11]=[C:10]3[N:17]([CH2:18][CH2:19][N:8]([C:4]4[C:3]([CH:23]=[O:24])=[C:2]([C:28]5[CH:29]=[C:30]([NH:33][C:34]6[CH:46]=[C:37]7[CH2:38][N:39]([CH:42]8[CH2:45][O:44][CH2:43]8)[CH2:40][CH2:41][N:36]7[N:35]=6)[C:31](=[O:32])[N:26]([CH3:25])[CH:27]=5)[CH:7]=[CH:6][N:5]=4)[C:9]3=[O:22])[C:16]=2[CH2:15]1, predict the reactants needed to synthesize it. The reactants are: Cl[C:2]1[CH:7]=[CH:6][N:5]=[C:4]([N:8]2[CH2:19][CH2:18][N:17]3[C:10](=[CH:11][C:12]4[CH2:13][C:14]([CH3:21])([CH3:20])[CH2:15][C:16]=43)[C:9]2=[O:22])[C:3]=1[CH:23]=[O:24].[CH3:25][N:26]1[C:31](=[O:32])[C:30]([NH:33][C:34]2[CH:46]=[C:37]3[CH2:38][N:39]([CH:42]4[CH2:45][O:44][CH2:43]4)[CH2:40][CH2:41][N:36]3[N:35]=2)=[CH:29][C:28](B(O)O)=[CH:27]1.[O-]P([O-])([O-])=O.[K+].[K+].[K+].O.O.O.C([O-])(=O)C.[Na+]. (3) Given the product [C:30]([O:32][CH2:7][CH3:2])(=[O:31])[CH3:28].[CH3:12][CH2:13][CH2:14][CH:15]([CH3:10])[CH3:22].[Cl:9][C:10]1[C:15]([Cl:16])=[CH:14][CH:13]=[CH:12][C:11]=1[S:17]([NH:20][C:2]1[C:7]([Cl:8])=[N:6][CH:5]=[CH:4][N:3]=1)(=[O:18])=[O:19], predict the reactants needed to synthesize it. The reactants are: Cl[C:2]1[C:7]([Cl:8])=[N:6][CH:5]=[CH:4][N:3]=1.[Cl:9][C:10]1[C:15]([Cl:16])=[CH:14][CH:13]=[CH:12][C:11]=1[S:17]([NH2:20])(=[O:19])=[O:18].[K].[C:22](=O)([O-])[O-].[C:30]([OH:32])(=[O:31])[CH2:28][C:28]([CH2:28][C:30]([OH:32])=[O:31])([C:30]([OH:32])=[O:31])O. (4) The reactants are: [H-].[Na+].Cl[CH2:4][CH2:5][S:6](Cl)(=[O:8])=[O:7].[CH3:10][O:11][C:12]1[CH:13]=[C:14]([C:18]2[CH:23]=[CH:22][C:21]([C:24]3[C:25]([NH2:30])=[N:26][CH:27]=[CH:28][CH:29]=3)=[CH:20][CH:19]=2)[CH:15]=[CH:16][CH:17]=1. Given the product [CH3:10][O:11][C:12]1[CH:13]=[C:14]([C:18]2[CH:23]=[CH:22][C:21]([C:24]3[C:25]4=[N:30][S:6](=[O:8])(=[O:7])[CH2:5][CH2:4][N:26]4[CH:27]=[CH:28][CH:29]=3)=[CH:20][CH:19]=2)[CH:15]=[CH:16][CH:17]=1, predict the reactants needed to synthesize it. (5) Given the product [NH:8]1[C:16]2[C:11](=[CH:12][C:13]([NH:17][C:18]3[CH:23]=[CH:22][N:21]=[C:20]4[CH:24]=[C:25]([C:27]5[CH:34]=[CH:33][C:30]([CH2:31][NH:1][CH2:2][CH2:3][O:4][CH2:5][CH2:6][OH:7])=[CH:29][CH:28]=5)[S:26][C:19]=34)=[CH:14][CH:15]=2)[CH:10]=[CH:9]1, predict the reactants needed to synthesize it. The reactants are: [NH2:1][CH2:2][CH2:3][O:4][CH2:5][CH2:6][OH:7].[NH:8]1[C:16]2[C:11](=[CH:12][C:13]([NH:17][C:18]3[CH:23]=[CH:22][N:21]=[C:20]4[CH:24]=[C:25]([C:27]5[CH:34]=[CH:33][C:30]([CH:31]=O)=[CH:29][CH:28]=5)[S:26][C:19]=34)=[CH:14][CH:15]=2)[CH:10]=[CH:9]1. (6) Given the product [CH:16]([C:12]1[CH:13]=[CH:14][CH:15]=[C:10]([CH:7]([CH3:9])[CH3:8])[C:11]=1[NH:19][CH:20]([C:22]1[CH:27]=[C:26]([CH3:28])[CH:25]=[C:24]([C:29]2[CH:34]=[CH:33][CH:32]=[CH:31][C:30]=2[O:35][CH3:36])[C:23]=1[OH:37])[CH3:21])([CH3:17])[CH3:18], predict the reactants needed to synthesize it. The reactants are: [H-].[H-].[H-].[H-].[Li+].[Al+3].[CH:7]([C:10]1[CH:15]=[CH:14][CH:13]=[C:12]([CH:16]([CH3:18])[CH3:17])[C:11]=1/[N:19]=[C:20](/[C:22]1[CH:27]=[C:26]([CH3:28])[CH:25]=[C:24]([C:29]2[CH:34]=[CH:33][CH:32]=[CH:31][C:30]=2[O:35][CH3:36])[C:23]=1[OH:37])\[CH3:21])([CH3:9])[CH3:8].[O-]S([O-])(=O)=O.[Na+].[Na+]. (7) Given the product [CH3:15][O:16][C:17]1[CH:18]=[C:19]([C:29]2[N:30]=[C:31]([O:39][C@@H:40]([C@H:42]3[CH2:46][NH:45][C:44](=[O:47])[CH2:43]3)[CH3:41])[C:32]3[N:33]([N:35]=[CH:36][C:37]=3[CH3:38])[CH:34]=2)[CH:20]=[CH:21][C:22]=1[N:23]1[CH2:24][CH2:25][N:26]([S:49]([CH3:48])(=[O:51])=[O:50])[CH2:27][CH2:28]1, predict the reactants needed to synthesize it. The reactants are: C(N(CC)CC)C.FC(F)(F)C(O)=O.[CH3:15][O:16][C:17]1[CH:18]=[C:19]([C:29]2[N:30]=[C:31]([O:39][C@@H:40]([C@H:42]3[CH2:46][NH:45][C:44](=[O:47])[CH2:43]3)[CH3:41])[C:32]3[N:33]([N:35]=[CH:36][C:37]=3[CH3:38])[CH:34]=2)[CH:20]=[CH:21][C:22]=1[N:23]1[CH2:28][CH2:27][NH:26][CH2:25][CH2:24]1.[CH3:48][S:49](O[S:49]([CH3:48])(=[O:51])=[O:50])(=[O:51])=[O:50]. (8) Given the product [CH3:19][O:18][C:16](=[O:17])[CH2:15][O:14][C:12]1[CH:11]=[CH:10][C:9]([F:20])=[C:8]2[C:13]=1[C:4]([O:3][CH:2]([F:33])[F:1])=[C:5]([CH2:23][C:24]1[CH:29]=[CH:28][C:27]([C:35]3[CH:36]=[N:37][O:38][C:39]=3[CH:40]3[CH2:42][CH2:41]3)=[CH:26][CH:25]=1)[C:6]([CH2:21][CH3:22])=[N:7]2, predict the reactants needed to synthesize it. The reactants are: [F:1][CH:2]([F:33])[O:3][C:4]1[C:13]2[C:8](=[C:9]([F:20])[CH:10]=[CH:11][C:12]=2[O:14][CH2:15][C:16]([O:18][CH3:19])=[O:17])[N:7]=[C:6]([CH2:21][CH3:22])[C:5]=1[CH2:23][C:24]1[CH:29]=[CH:28][C:27](B(O)O)=[CH:26][CH:25]=1.Br[C:35]1[CH:36]=[N:37][O:38][C:39]=1[CH:40]1[CH2:42][CH2:41]1.C(=O)([O-])O.[Na+].Cl. (9) Given the product [CH:1]1([C:5]2([OH:32])[CH:11]([OH:37])[CH2:10][N:9]([S:12]([C:15]3[CH:20]=[CH:19][CH:18]=[CH:17][C:16]=3[N+:21]([O-:23])=[O:22])(=[O:14])=[O:13])[CH2:8][C:7]3[CH:24]=[CH:25][CH:26]=[CH:27][C:6]2=3)[CH2:2][CH2:3][CH2:4]1, predict the reactants needed to synthesize it. The reactants are: [CH:1]1([C:5]2[C:6]3[CH:27]=[CH:26][CH:25]=[CH:24][C:7]=3[CH2:8][N:9]([S:12]([C:15]3[CH:20]=[CH:19][CH:18]=[CH:17][C:16]=3[N+:21]([O-:23])=[O:22])(=[O:14])=[O:13])[CH2:10][CH:11]=2)[CH2:4][CH2:3][CH2:2]1.C[N+]1([O-])CC[O:32]CC1.Cl.[OH2:37].